From a dataset of Forward reaction prediction with 1.9M reactions from USPTO patents (1976-2016). Predict the product of the given reaction. (1) The product is: [N:15]1([C:2]2[CH:3]=[C:4]([CH3:12])[C:5]([N+:9]([O-:11])=[O:10])=[C:6]([CH:8]=2)[NH2:7])[CH2:16][CH2:17][CH2:18][N:13]=[CH:14]1. Given the reactants F[C:2]1[CH:3]=[C:4]([CH3:12])[C:5]([N+:9]([O-:11])=[O:10])=[C:6]([CH:8]=1)[NH2:7].[NH:13]1[CH2:18][CH2:17][CH2:16][N:15]=[CH:14]1.C(=O)([O-])[O-].[K+].[K+], predict the reaction product. (2) Given the reactants Br[C:2]1[CH:7]=[CH:6][C:5]([F:8])=[CH:4][C:3]=1[CH2:9][CH2:10][S:11](Cl)(=[O:13])=[O:12].[CH3:15][C:16]1[CH:22]=[CH:21][CH:20]=[CH:19][C:17]=1[NH2:18].[CH3:23][N:24](C)[CH2:25][CH3:26].[CH3:28]O, predict the reaction product. The product is: [F:8][C:5]1[CH:6]=[CH:7][C:2]2[N:18]([C:17]3[CH:19]=[CH:20][CH:21]=[CH:22][C:16]=3[CH3:15])[S:11](=[O:13])(=[O:12])[CH:10]([CH2:28][CH2:26][CH2:25][NH:24][CH3:23])[CH2:9][C:3]=2[CH:4]=1. (3) Given the reactants [Cl:1][C:2]([Cl:36])([Cl:35])[C:3]([O:6][C:7]([N:9]1[CH:14]2[C:15]([C:27]([O:29]CC)=[O:28])=[C:16]([C:18]3[CH:23]=[CH:22][CH:21]=[C:20]([CH2:24][CH2:25][OH:26])[CH:19]=3)[CH2:17][CH:10]1[CH2:11][N:12]([C:32](=[O:34])[CH3:33])[CH2:13]2)=[O:8])([CH3:5])[CH3:4].[OH-].[Na+].Cl, predict the reaction product. The product is: [Cl:36][C:2]([Cl:1])([Cl:35])[C:3]([O:6][C:7]([N:9]1[CH:14]2[C:15]([C:27]([OH:29])=[O:28])=[C:16]([C:18]3[CH:23]=[CH:22][CH:21]=[C:20]([CH2:24][CH2:25][OH:26])[CH:19]=3)[CH2:17][CH:10]1[CH2:11][N:12]([C:32](=[O:34])[CH3:33])[CH2:13]2)=[O:8])([CH3:4])[CH3:5].